This data is from Full USPTO retrosynthesis dataset with 1.9M reactions from patents (1976-2016). The task is: Predict the reactants needed to synthesize the given product. (1) Given the product [NH2:1][C:2]1[N:17]=[C:16]([O:18][S:25]([C:22]2[CH:23]=[CH:24][C:19]([CH3:29])=[CH:20][CH:21]=2)(=[O:27])=[O:26])[C:5]2[CH2:6][CH2:7][CH2:8][CH2:9][C:10]3[CH:15]=[CH:14][CH:13]=[CH:12][C:11]=3[C:4]=2[N:3]=1, predict the reactants needed to synthesize it. The reactants are: [NH2:1][C:2]1[N:17]=[C:16]([OH:18])[C:5]2[CH2:6][CH2:7][CH2:8][CH2:9][C:10]3[CH:15]=[CH:14][CH:13]=[CH:12][C:11]=3[C:4]=2[N:3]=1.[C:19]1([CH3:29])[CH:24]=[CH:23][C:22]([S:25](Cl)(=[O:27])=[O:26])=[CH:21][CH:20]=1.C(N(CC)CC)C. (2) Given the product [F:1][C:2]1[CH:7]=[C:6]([O:8][CH3:9])[CH:5]=[CH:4][C:3]=1[C:10]1[CH:15]=[CH:14][N:13]([CH2:16][CH2:17][C@@:18]([CH3:33])([S:29]([CH3:32])(=[O:30])=[O:31])[C:19]([NH:21][OH:22])=[O:20])[C:12](=[O:34])[CH:11]=1, predict the reactants needed to synthesize it. The reactants are: [F:1][C:2]1[CH:7]=[C:6]([O:8][CH3:9])[CH:5]=[CH:4][C:3]=1[C:10]1[CH:15]=[CH:14][N:13]([CH2:16][CH2:17][C@@:18]([CH3:33])([S:29]([CH3:32])(=[O:31])=[O:30])[C:19]([NH:21][O:22]C2CCCCO2)=[O:20])[C:12](=[O:34])[CH:11]=1.C1(C)C=CC(S(O)(=O)=O)=CC=1.[NH+]1C=CC=CC=1.O. (3) The reactants are: [CH3:1][CH:2]([C:5](=O)[CH:6]1[CH2:10][CH2:9][O:8][CH2:7]1)[CH:3]=O.O.[NH2:13][NH2:14]. Given the product [CH3:1][C:2]1[CH:3]=[N:13][NH:14][C:5]=1[CH:6]1[CH2:10][CH2:9][O:8][CH2:7]1, predict the reactants needed to synthesize it. (4) Given the product [Cl:12][C:9]1[CH:10]=[CH:11][C:6]([NH:5][C:3](=[O:4])[CH2:2][NH:30][C:27]2[CH:26]=[CH:25][C:24]([O:23][C:20]3[CH:21]=[CH:22][N:17]=[CH:18][CH:19]=3)=[CH:29][CH:28]=2)=[CH:7][C:8]=1[C:13]([F:16])([F:15])[F:14], predict the reactants needed to synthesize it. The reactants are: Cl[CH2:2][C:3]([NH:5][C:6]1[CH:11]=[CH:10][C:9]([Cl:12])=[C:8]([C:13]([F:16])([F:15])[F:14])[CH:7]=1)=[O:4].[N:17]1[CH:22]=[CH:21][C:20]([O:23][C:24]2[CH:29]=[CH:28][C:27]([NH2:30])=[CH:26][CH:25]=2)=[CH:19][CH:18]=1.C(N(C(C)C)C(C)C)C. (5) Given the product [N:24]1([C:10](=[O:12])[CH:9]([NH:8][C:6](=[O:7])[O:5][C:2]([CH3:1])([CH3:3])[CH3:4])[CH:13]2[CH2:18][CH2:17][O:16][CH2:15][CH2:14]2)[CH2:29][CH2:28][O:27][CH2:26][CH2:25]1, predict the reactants needed to synthesize it. The reactants are: [CH3:1][C:2]([O:5][C:6]([NH:8][CH:9]([CH:13]1[CH2:18][CH2:17][O:16][CH2:15][CH2:14]1)[C:10]([OH:12])=O)=[O:7])([CH3:4])[CH3:3].O[C@H](C)[C@H](NC(=O)OC(C)(C)C)C([N:24]1[CH2:29][CH2:28][O:27][CH2:26][CH2:25]1)=O.